Dataset: Reaction yield outcomes from USPTO patents with 853,638 reactions. Task: Predict the reaction yield, written as a fraction of the theoretical maximum amount of product (1.0 means a 100% yield; for example, 0.34 means a 34% yield). (1) The product is [Br:11][C:12]1[CH:17]=[CH:16][C:15]([O:10][CH:7]2[CH2:8][CH2:9][N:4]([CH3:3])[CH2:5][CH2:6]2)=[C:14]([N+:19]([O-:21])=[O:20])[CH:13]=1. The catalyst is CN(C=O)C. The yield is 0.970. The reactants are [H-].[Na+].[CH3:3][N:4]1[CH2:9][CH2:8][CH:7]([OH:10])[CH2:6][CH2:5]1.[Br:11][C:12]1[CH:17]=[CH:16][C:15](F)=[C:14]([N+:19]([O-:21])=[O:20])[CH:13]=1. (2) The reactants are [Cl:1][CH2:2][C:3]1[N:4]=[C:5]2[CH:13]=[CH:12][CH:11]=[CH:10][N:6]2[C:7](=[O:9])[CH:8]=1.[I:14]N1C(=O)CCC1=O. The catalyst is C(#N)C. The product is [Cl:1][CH2:2][C:3]1[N:4]=[C:5]2[CH:13]=[CH:12][CH:11]=[CH:10][N:6]2[C:7](=[O:9])[C:8]=1[I:14]. The yield is 0.830. (3) The product is [NH:8]1[CH2:13][CH2:12][CH2:11][C@@H:10]([CH2:14][NH:15][C:16](=[O:22])[O:17][CH2:18][CH2:19][O:20][CH3:21])[CH2:9]1. The yield is 0.870. The reactants are C(OC([N:8]1[CH2:13][CH2:12][CH2:11][C@@H:10]([CH2:14][NH:15][C:16](=[O:22])[O:17][CH2:18][CH2:19][O:20][CH3:21])[CH2:9]1)=O)(C)(C)C.C(O)(C(F)(F)F)=O.[OH-].[Na+]. The catalyst is C(Cl)Cl. (4) The reactants are [S:1]1[CH:5]=[CH:4][C:3]2[CH:6]=[C:7]([CH:10]3[C:19]4[C:14](=[CH:15][CH:16]=[CH:17][CH:18]=4)[CH2:13][NH:12][CH2:11]3)[CH:8]=[CH:9][C:2]1=2.C([O:22][C:23]1([O:26][Si](C)(C)C)[CH2:25][CH2:24]1)C.[C:31]([OH:34])(=[O:33])C.C([BH3-])#N.[Na+]. The catalyst is O. The product is [C:23]([OH:22])(=[O:26])/[CH:25]=[CH:24]/[C:31]([OH:34])=[O:33].[S:1]1[CH:5]=[CH:4][C:3]2[CH:6]=[C:7]([CH:10]3[C:19]4[C:14](=[CH:15][CH:16]=[CH:17][CH:18]=4)[CH2:13][N:12]([CH:23]4[CH2:25][CH2:24]4)[CH2:11]3)[CH:8]=[CH:9][C:2]1=2. The yield is 0.300. (5) The reactants are [N:1]1[CH:6]=[CH:5][CH:4]=[CH:3][C:2]=1[S:7]([CH:10]([NH:22][CH2:23][C:24]1[CH:29]=[CH:28][C:27]([C:30]2[S:31][CH:32]=[CH:33][N:34]=2)=[CH:26][CH:25]=1)[C:11]1[N:16]=[C:15]([NH:17][CH2:18][C:19]([OH:21])=O)[CH:14]=[CH:13][CH:12]=1)(=[O:9])=[O:8].[CH2:35]([NH2:46])[CH2:36][CH2:37][CH2:38][CH2:39][CH2:40][CH2:41][CH2:42][CH2:43][CH2:44][CH3:45].Cl.C(N=C=NCCCN(C)C)C.C(N(CC)CC)C.P(F)([O-])([O-])=O.P(F)([O-])([O-])=O.P(F)([O-])([O-])=O.P(F)([O-])([O-])=O.P(F)([O-])([O-])=O.P(F)([O-])([O-])=O.N1C2C=CC=C(OC(N(C)C)=[N+](C)C)C=2N=N1.N1C2C=CC=C(OC(N(C)C)=[N+](C)C)C=2N=N1.N1C2C=CC=C(OC(N(C)C)=[N+](C)C)C=2N=N1.N1C2C=CC=C(OC(N(C)C)=[N+](C)C)C=2N=N1.N1C2C=CC=C(OC(N(C)C)=[N+](C)C)C=2N=N1.N1C2C=CC=C(OC(N(C)C)=[N+](C)C)C=2N=N1.N1C2C=CC=C(OC(N(C)C)=[N+](C)C)C=2N=N1.N1C2C=CC=C(OC(N(C)C)=[N+](C)C)C=2N=N1.N1C2C=CC=C(OC(N(C)C)=[N+](C)C)C=2N=N1.N1C2C=CC=C(OC(N(C)C)=[N+](C)C)C=2N=N1.N1C2C=CC=C(OC(N(C)C)=[N+](C)C)C=2N=N1.N1C2C=CC=C(OC(N(C)C)=[N+](C)C)C=2N=N1. The catalyst is O.C(Cl)Cl. The product is [N:1]1[CH:6]=[CH:5][CH:4]=[CH:3][C:2]=1[S:7]([CH:10]([NH:22][CH2:23][C:24]1[CH:25]=[CH:26][C:27]([C:30]2[S:31][CH:32]=[CH:33][N:34]=2)=[CH:28][CH:29]=1)[C:11]1[N:16]=[C:15]([NH:17][CH2:18][C:19]([NH:46][CH2:35][CH2:36][CH2:37][CH2:38][CH2:39][CH2:40][CH2:41][CH2:42][CH2:43][CH2:44][CH3:45])=[O:21])[CH:14]=[CH:13][CH:12]=1)(=[O:8])=[O:9]. The yield is 0.820. (6) The reactants are [N+:1]([C:4]1[CH:9]=[CH:8][C:7]([CH2:10][C:11]([O:13][CH2:14][CH3:15])=[O:12])=[CH:6][CH:5]=1)([O-:3])=[O:2].[H-].[Na+].F[C:19]1[CH:24]=[CH:23][N:22]=[C:21]([C:25]([F:28])([F:27])[F:26])[CH:20]=1. The catalyst is CN(C=O)C. The product is [CH2:14]([O:13][C:11](=[O:12])[CH:10]([C:7]1[CH:6]=[CH:5][C:4]([N+:1]([O-:3])=[O:2])=[CH:9][CH:8]=1)[C:19]1[CH:24]=[CH:23][N:22]=[C:21]([C:25]([F:28])([F:27])[F:26])[CH:20]=1)[CH3:15]. The yield is 0.410. (7) The reactants are [Cl:1][C:2]1[CH:7]=[CH:6][C:5]([CH:8]2[S:14][CH2:13][CH2:12][NH:11][C:10]3[N:15]([CH3:19])[N:16]=[C:17]([OH:18])[C:9]2=3)=[C:4]([CH3:20])[CH:3]=1.C(N(CC)CC)C.[N-]([S:29]([C:32]([F:35])([F:34])[F:33])(=[O:31])=[O:30])[S:29]([C:32]([F:35])([F:34])[F:33])(=[O:31])=[O:30].C(=O)(O)[O-].[Na+]. The catalyst is C(Cl)(Cl)Cl.CN(C1C=CN=CC=1)C.C(Cl)Cl. The product is [Cl:1][C:2]1[CH:7]=[CH:6][C:5]([CH:8]2[S:14][CH2:13][CH2:12][NH:11][C:10]3[N:15]([CH3:19])[N:16]=[C:17]([O:18][S:29]([C:32]([F:35])([F:34])[F:33])(=[O:31])=[O:30])[C:9]2=3)=[C:4]([CH3:20])[CH:3]=1. The yield is 0.720.